Task: Predict which catalyst facilitates the given reaction.. Dataset: Catalyst prediction with 721,799 reactions and 888 catalyst types from USPTO (1) Reactant: [C:1]1([CH:7]2[CH2:12][CH2:11][CH2:10][CH2:9][C:8]2=[O:13])[CH:6]=[CH:5][CH:4]=[CH:3][CH:2]=1.[H-].[Na+].[F:16][C:17]([F:36])([F:35])[S:18](N(C1C=CC=CC=1)[S:18]([C:17]([F:36])([F:35])[F:16])(=[O:20])=[O:19])(=[O:20])=[O:19].O. Product: [F:16][C:17]([F:36])([F:35])[S:18]([O:13][C:8]1[CH2:9][CH2:10][CH2:11][CH2:12][C:7]=1[C:1]1[CH:6]=[CH:5][CH:4]=[CH:3][CH:2]=1)(=[O:20])=[O:19]. The catalyst class is: 39. (2) Reactant: [NH:1]1[CH:5]=[C:4]([C:6]([O:8]C)=O)[N:3]=[CH:2]1.[F:10][C:11]1[CH:12]=[C:13]([Mg]Br)[CH:14]=[C:15]([F:17])[CH:16]=1. Product: [F:10][C:11]1[CH:12]=[C:13]([C:6]([C:13]2[CH:12]=[C:11]([F:10])[CH:16]=[C:15]([F:17])[CH:14]=2)([C:4]2[N:3]=[CH:2][NH:1][CH:5]=2)[OH:8])[CH:14]=[C:15]([F:17])[CH:16]=1. The catalyst class is: 7. (3) Reactant: O[C:2]1[CH:9]=[CH:8][C:5]([C:6]#[N:7])=[CH:4][CH:3]=1.[C:10](=[O:13])([O-])[O-].[K+].[K+].C(#N)C.BrC[CH2:21][CH2:22][OH:23]. Product: [OH:23][CH2:22][CH2:21][CH2:10][O:13][C:8]1[CH:9]=[CH:2][CH:3]=[CH:4][C:5]=1[C:6]#[N:7]. The catalyst class is: 226. (4) The catalyst class is: 3. Product: [CH:7]([N:4]1[CH2:5][CH2:6][CH:2]([NH:1][CH2:22][C:23]([N:25]([C:32]2[CH:37]=[CH:36][CH:35]=[CH:34][CH:33]=2)[C:26]2[CH:31]=[CH:30][CH:29]=[CH:28][CH:27]=2)=[O:24])[C:3]1=[O:20])([C:8]1[CH:13]=[CH:12][CH:11]=[CH:10][CH:9]=1)[C:14]1[CH:19]=[CH:18][CH:17]=[CH:16][CH:15]=1. Reactant: [NH2:1][CH:2]1[CH2:6][CH2:5][N:4]([CH:7]([C:14]2[CH:19]=[CH:18][CH:17]=[CH:16][CH:15]=2)[C:8]2[CH:13]=[CH:12][CH:11]=[CH:10][CH:9]=2)[C:3]1=[O:20].Br[CH2:22][C:23]([N:25]([C:32]1[CH:37]=[CH:36][CH:35]=[CH:34][CH:33]=1)[C:26]1[CH:31]=[CH:30][CH:29]=[CH:28][CH:27]=1)=[O:24].[H-].[Na+]. (5) Reactant: [C:1]([O:5][C:6](=[O:14])[NH:7][CH:8]1[CH2:13][CH2:12][NH:11][CH2:10][CH2:9]1)([CH3:4])([CH3:3])[CH3:2].Cl[C:16]1[N:20]([CH3:21])[N:19]=[N:18][N:17]=1.C(N(CC)CC)C.C(O)CCC. Product: [C:1]([O:5][C:6](=[O:14])[NH:7][CH:8]1[CH2:13][CH2:12][N:11]([C:16]2[N:20]([CH3:21])[N:19]=[N:18][N:17]=2)[CH2:10][CH2:9]1)([CH3:4])([CH3:2])[CH3:3]. The catalyst class is: 6. (6) Reactant: N1CCOCC1.C([Li])CCC.Br[C:13]1[CH:20]=[C:19]([O:21][CH3:22])[C:18]([O:23][Si:24]([CH:31]([CH3:33])[CH3:32])([CH:28]([CH3:30])[CH3:29])[CH:25]([CH3:27])[CH3:26])=[CH:17][C:14]=1[CH:15]=[O:16].[F:34]NS(C1C=CC=CC=1)(=O)=O.Cl. Product: [F:34][C:13]1[CH:20]=[C:19]([O:21][CH3:22])[C:18]([O:23][Si:24]([CH:31]([CH3:33])[CH3:32])([CH:28]([CH3:30])[CH3:29])[CH:25]([CH3:27])[CH3:26])=[CH:17][C:14]=1[CH:15]=[O:16]. The catalyst class is: 165. (7) Reactant: C(O)(=O)C.CO[N:7]=[C:8]1[C:14](=[O:15])[NH:13][C:12]2[CH:16]=[CH:17][CH:18]=[CH:19][C:11]=2[NH:10][C:9]1=[O:20]. Product: [NH2:7][CH:8]1[C:14](=[O:15])[NH:13][C:12]2[CH:16]=[CH:17][CH:18]=[CH:19][C:11]=2[NH:10][C:9]1=[O:20]. The catalyst class is: 153. (8) Reactant: Cl.[NH2:2][CH2:3][C:4]1[CH:13]=[CH:12][C:7]([C:8]([O:10]C)=[O:9])=[CH:6][CH:5]=1.[CH:14]1([S:17](Cl)(=[O:19])=[O:18])[CH2:16][CH2:15]1.C(N(C(C)C)CC)(C)C.[OH-].[Na+]. Product: [CH:14]1([S:17]([NH:2][CH2:3][C:4]2[CH:13]=[CH:12][C:7]([C:8]([OH:10])=[O:9])=[CH:6][CH:5]=2)(=[O:19])=[O:18])[CH2:16][CH2:15]1. The catalyst class is: 34. (9) Reactant: C1(C(C2C=CC=CC=2)=[N:8][C:9]2[CH:10]=[C:11]([C:18]3[O:22][CH:21]=[N:20][CH:19]=3)[C:12]3[O:16][CH2:15][CH2:14][C:13]=3[CH:17]=2)C=CC=CC=1.Cl.NO.C([O-])(=O)C.[Na+]. Product: [O:22]1[C:18]([C:11]2[C:12]3[O:16][CH2:15][CH2:14][C:13]=3[CH:17]=[C:9]([NH2:8])[CH:10]=2)=[CH:19][N:20]=[CH:21]1. The catalyst class is: 5. (10) Reactant: [OH-].[Li+].[CH:3]1([C@H:9]([NH:13][C:14]([C:16]2[CH:21]=[CH:20][C:19]([C:22]3[CH:27]=[CH:26][C:25]([CH2:28][O:29]C(=O)C(F)(F)F)=[CH:24][CH:23]=3)=[CH:18][C:17]=2[NH:36][C:37]([NH:39][C:40]2[C:45]([CH3:46])=[CH:44][C:43]([CH3:47])=[CH:42][C:41]=2[CH3:48])=[O:38])=[O:15])[C:10]([OH:12])=[O:11])[CH2:8][CH2:7][CH2:6][CH2:5][CH2:4]1.CO.O. Product: [CH:3]1([C@H:9]([NH:13][C:14]([C:16]2[CH:21]=[CH:20][C:19]([C:22]3[CH:27]=[CH:26][C:25]([CH2:28][OH:29])=[CH:24][CH:23]=3)=[CH:18][C:17]=2[NH:36][C:37]([NH:39][C:40]2[C:45]([CH3:46])=[CH:44][C:43]([CH3:47])=[CH:42][C:41]=2[CH3:48])=[O:38])=[O:15])[C:10]([OH:12])=[O:11])[CH2:8][CH2:7][CH2:6][CH2:5][CH2:4]1. The catalyst class is: 1.